This data is from Forward reaction prediction with 1.9M reactions from USPTO patents (1976-2016). The task is: Predict the product of the given reaction. (1) Given the reactants [I:1][C:2]1[CH:3]=[CH:4][CH:5]=[C:6]2[C:11]=1[NH:10][CH:9]=[CH:8][C:7]2=O.O=P(Cl)(Cl)[Cl:15], predict the reaction product. The product is: [Cl:15][C:7]1[C:6]2[C:11](=[C:2]([I:1])[CH:3]=[CH:4][CH:5]=2)[N:10]=[CH:9][CH:8]=1. (2) Given the reactants [CH3:1][C:2]1[CH:7]=[C:6]([CH3:8])[CH:5]=[C:4]([CH3:9])[C:3]=1B(O)O.CCCCCC.[C:19]([O:22][CH2:23][CH3:24])(=[O:21])[CH3:20], predict the reaction product. The product is: [CH3:1][C:2]1[CH:7]=[C:6]([CH3:8])[CH:5]=[C:4]([CH3:9])[C:3]=1[CH2:20][C:19]([O:22][CH2:23][CH3:24])=[O:21]. (3) Given the reactants [CH2:1]([O:8][C:9]([NH:11][C@@H:12]([CH2:25][CH2:26][CH3:27])[C:13]([O:22][CH2:23][CH3:24])([O:19][CH2:20][CH3:21])[C:14]([O:16]CC)=[O:15])=[O:10])[C:2]1[CH:7]=[CH:6][CH:5]=[CH:4][CH:3]=1.[OH-].[Na+], predict the reaction product. The product is: [CH2:1]([O:8][C:9]([NH:11][C@@H:12]([CH2:25][CH2:26][CH3:27])[C:13]([O:19][CH2:20][CH3:21])([O:22][CH2:23][CH3:24])[C:14]([OH:16])=[O:15])=[O:10])[C:2]1[CH:3]=[CH:4][CH:5]=[CH:6][CH:7]=1. (4) Given the reactants [N:1]1[CH:6]=[CH:5][C:4]([C:7]2[N:8]=[C:9]([OH:16])[C:10]3[S:15][CH:14]=[CH:13][C:11]=3[N:12]=2)=[CH:3][CH:2]=1.[N+:17]([O-])([OH:19])=[O:18], predict the reaction product. The product is: [N+:17]([C:13]1[C:11]2[N:12]=[C:7]([C:4]3[CH:3]=[CH:2][N:1]=[CH:6][CH:5]=3)[N:8]=[C:9]([OH:16])[C:10]=2[S:15][CH:14]=1)([O-:19])=[O:18]. (5) Given the reactants [F:1][C:2]1[C:7]([F:8])=[CH:6][CH:5]=[CH:4][C:3]=1[C@:9]12[CH2:17][O:16][C@H:15]([C:18]([F:21])([F:20])[F:19])[C@H:14]1[CH2:13][S:12][C:11]([NH:22]C(=O)C1C=CC=CC=1)=[N:10]2.N12CCCN=C1CCCCC2, predict the reaction product. The product is: [F:1][C:2]1[C:7]([F:8])=[CH:6][CH:5]=[CH:4][C:3]=1[C@:9]12[CH2:17][O:16][C@H:15]([C:18]([F:20])([F:19])[F:21])[C@H:14]1[CH2:13][S:12][C:11]([NH2:22])=[N:10]2. (6) The product is: [F:13][CH2:14][C:15]([NH:2][NH:1][C:3]1[C:8]([CH3:9])=[CH:7][C:6]([N+:10]([O-:12])=[O:11])=[CH:5][N:4]=1)=[O:16]. Given the reactants [NH:1]([C:3]1[C:8]([CH3:9])=[CH:7][C:6]([N+:10]([O-:12])=[O:11])=[CH:5][N:4]=1)[NH2:2].[F:13][CH2:14][C:15](O[C:15](=[O:16])[CH2:14][F:13])=[O:16], predict the reaction product. (7) Given the reactants FC(F)(F)S(O[C:7]1[C:8]([C:18](=[O:20])[CH3:19])=[CH:9][C:10]([Cl:17])=[C:11]2[C:16]=1[N:15]=[CH:14][CH:13]=[CH:12]2)(=O)=O.[N:23]1[CH:28]=[CH:27][C:26]([CH2:29][N:30]2[CH2:35][CH2:34][NH:33][CH2:32][CH2:31]2)=[CH:25][CH:24]=1.C1C=CC(P(C2C=CC3C(=CC=CC=3)C=2C2C3C(=CC=CC=3)C=CC=2P(C2C=CC=CC=2)C2C=CC=CC=2)C2C=CC=CC=2)=CC=1.C(=O)([O-])[O-].[Cs+].[Cs+], predict the reaction product. The product is: [Cl:17][C:10]1[CH:9]=[C:8]([C:18](=[O:20])[CH3:19])[C:7]([N:33]2[CH2:34][CH2:35][N:30]([CH2:29][C:26]3[CH:25]=[CH:24][N:23]=[CH:28][CH:27]=3)[CH2:31][CH2:32]2)=[C:16]2[C:11]=1[CH:12]=[CH:13][CH:14]=[N:15]2.